This data is from Forward reaction prediction with 1.9M reactions from USPTO patents (1976-2016). The task is: Predict the product of the given reaction. (1) Given the reactants [C:1]([O:5][C:6]([N:8]1[CH2:13][CH2:12][C:11]([OH:21])([CH2:14][C:15]#[C:16][Si](C)(C)C)[CH2:10][CH2:9]1)=[O:7])([CH3:4])([CH3:3])[CH3:2].C(=O)([O-])[O-].[K+].[K+], predict the reaction product. The product is: [C:1]([O:5][C:6]([N:8]1[CH2:13][CH2:12][C:11]([OH:21])([CH2:14][C:15]#[CH:16])[CH2:10][CH2:9]1)=[O:7])([CH3:4])([CH3:3])[CH3:2]. (2) The product is: [C:3]1([C:18]2[CH:19]=[CH:20][CH:21]=[CH:22][CH:23]=2)[CH:8]=[CH:7][C:6]([C:9]2[S:13][C:12]([C:14]([OH:16])=[O:15])=[CH:11][CH:10]=2)=[CH:5][CH:4]=1. Given the reactants [OH-].[Na+].[C:3]1([C:18]2[CH:23]=[CH:22][CH:21]=[CH:20][CH:19]=2)[CH:8]=[CH:7][C:6]([C:9]2[S:13][C:12]([C:14]([O:16]C)=[O:15])=[CH:11][CH:10]=2)=[CH:5][CH:4]=1, predict the reaction product. (3) Given the reactants [C:1]([O:5][C:6]([C:8]1[C:9]([C:14]2[CH:19]=[CH:18][C:17]([CH2:20][N:21]3[C:25]([CH:26]=[N:27][OH:28])=[C:24]([CH:29]=[CH2:30])[N:23]=[C:22]3[O:31][CH2:32][CH3:33])=[CH:16][CH:15]=2)=[CH:10][CH:11]=[CH:12][CH:13]=1)=[O:7])([CH3:4])([CH3:3])[CH3:2].C(O)C.C, predict the reaction product. The product is: [C:1]([O:5][C:6]([C:8]1[C:9]([C:14]2[CH:19]=[CH:18][C:17]([CH2:20][N:21]3[C:25]([CH:26]=[N:27][OH:28])=[C:24]([CH2:29][CH3:30])[N:23]=[C:22]3[O:31][CH2:32][CH3:33])=[CH:16][CH:15]=2)=[CH:10][CH:11]=[CH:12][CH:13]=1)=[O:7])([CH3:3])([CH3:4])[CH3:2].